This data is from Forward reaction prediction with 1.9M reactions from USPTO patents (1976-2016). The task is: Predict the product of the given reaction. (1) Given the reactants [Cl:1][C:2]1[CH:7]=[CH:6][CH:5]=[CH:4][CH:3]=1.[Cl:8][C:9]1[CH:10]=[C:11]([CH2:15][C:16]([OH:18])=O)[CH:12]=[CH:13][CH:14]=1.CN(C)C=O.S(Cl)(Cl)=O.[Cl-].[Al+3].[Cl-].[Cl-], predict the reaction product. The product is: [Cl:8][C:9]1[CH:10]=[C:11]([CH2:15][C:16]([C:5]2[CH:6]=[CH:7][C:2]([Cl:1])=[CH:3][CH:4]=2)=[O:18])[CH:12]=[CH:13][CH:14]=1. (2) Given the reactants [CH3:1][O:2][CH2:3][O:4][C:5]1[CH:6]=[CH:7][C:8]([CH2:11][OH:12])=[N:9][CH:10]=1.N1C=CN=C1.CN(C=O)C.[C:23]([Si:27]([CH3:30])([CH3:29])Cl)([CH3:26])([CH3:25])[CH3:24], predict the reaction product. The product is: [Si:27]([O:12][CH2:11][C:8]1[CH:7]=[CH:6][C:5]([O:4][CH2:3][O:2][CH3:1])=[CH:10][N:9]=1)([C:23]([CH3:26])([CH3:25])[CH3:24])([CH3:30])[CH3:29]. (3) Given the reactants F[C:2]1[CH:7]=[C:6]([NH:8][C:9]2[CH:14]=[CH:13][C:12]([O:15][C:16]3[CH:21]=[CH:20][CH:19]=[CH:18][CH:17]=3)=[CH:11][CH:10]=2)[CH:5]=[CH:4][N:3]=1.[OH-].[Na+].[CH2:24]([CH2:26][NH2:27])[OH:25], predict the reaction product. The product is: [O:15]([C:12]1[CH:13]=[CH:14][C:9]([NH:8][C:6]2[CH:5]=[CH:4][N:3]=[C:2]([NH:27][CH2:26][CH2:24][OH:25])[CH:7]=2)=[CH:10][CH:11]=1)[C:16]1[CH:21]=[CH:20][CH:19]=[CH:18][CH:17]=1. (4) Given the reactants [F:1][C:2]([F:8])([F:7])[CH2:3][C:4](Cl)=[O:5].[F:9][C:10]1[CH:15]=[CH:14][CH:13]=[CH:12][C:11]=1[S:16][C:17]1[C:25]2[C:20](=[CH:21][CH:22]=[CH:23][CH:24]=2)[N:19]([C:26]2[N:31]=[C:30]([NH2:32])[C:29]([NH2:33])=[C:28]([NH2:34])[N:27]=2)[N:18]=1, predict the reaction product. The product is: [NH2:34][C:28]1[C:29]([NH:33][C:4](=[O:5])[CH2:3][C:2]([F:8])([F:7])[F:1])=[C:30]([NH2:32])[N:31]=[C:26]([N:19]2[C:20]3[C:25](=[CH:24][CH:23]=[CH:22][CH:21]=3)[C:17]([S:16][C:11]3[CH:12]=[CH:13][CH:14]=[CH:15][C:10]=3[F:9])=[N:18]2)[N:27]=1. (5) Given the reactants [Br:1][C:2]1[CH:7]=[CH:6][CH:5]=[C:4]([N+:8]([O-:10])=[O:9])[C:3]=1[CH3:11].[N+:12]([O-])([OH:14])=[O:13], predict the reaction product. The product is: [Br:1][C:2]1[CH:7]=[CH:6][C:5]([N+:12]([O-:14])=[O:13])=[C:4]([N+:8]([O-:10])=[O:9])[C:3]=1[CH3:11].